Dataset: Forward reaction prediction with 1.9M reactions from USPTO patents (1976-2016). Task: Predict the product of the given reaction. (1) Given the reactants [CH:1](=[C:8]1[CH2:13][CH2:12][N:11]([C:14]([O:16][C:17]([CH3:20])([CH3:19])[CH3:18])=[O:15])[CH:10]([CH3:21])[CH2:9]1)[C:2]1[CH:7]=[CH:6][CH:5]=[CH:4][CH:3]=1, predict the reaction product. The product is: [CH2:1]([CH:8]1[CH2:13][CH2:12][N:11]([C:14]([O:16][C:17]([CH3:20])([CH3:19])[CH3:18])=[O:15])[CH:10]([CH3:21])[CH2:9]1)[C:2]1[CH:3]=[CH:4][CH:5]=[CH:6][CH:7]=1. (2) Given the reactants [NH2:1][CH:2]1[CH2:7][CH2:6][C:5]([CH3:8])=[CH:4][CH2:3]1.ClCCl.C(N(CC)CC)C.[F:19][C:20]1[CH:25]=[CH:24][C:23]([N:26]=[C:27]=[O:28])=[CH:22][CH:21]=1, predict the reaction product. The product is: [CH3:8][C:5]1[CH2:6][CH2:7][CH:2]([NH:1][C:27]([NH:26][C:23]2[CH:24]=[CH:25][C:20]([F:19])=[CH:21][CH:22]=2)=[O:28])[CH2:3][CH:4]=1. (3) Given the reactants C(OC([NH:8][CH:9]([CH:13]1[CH2:18][CH2:17][CH2:16][CH2:15][CH:14]1[C:19]([F:22])([F:21])[F:20])[C:10]([OH:12])=O)=O)(C)(C)C.[N:23]1[CH:28]=[CH:27][C:26]([C:29]2[CH:35]=[CH:34][C:32]([NH2:33])=[CH:31][CH:30]=2)=[CH:25][CH:24]=1, predict the reaction product. The product is: [NH2:8][CH:9]([CH:13]1[CH2:18][CH2:17][CH2:16][CH2:15][CH:14]1[C:19]([F:20])([F:21])[F:22])[C:10]([NH:33][C:32]1[CH:31]=[CH:30][C:29]([C:26]2[CH:25]=[CH:24][N:23]=[CH:28][CH:27]=2)=[CH:35][CH:34]=1)=[O:12]. (4) Given the reactants [OH:1][C:2]1[CH:7]=[CH:6][C:5]([C:8]([F:11])([F:10])[F:9])=[CH:4][CH:3]=1.[CH3:12][C:13]([CH3:18])([CH2:16][OH:17])[CH2:14]O.O[C:20]1[CH:25]=[CH:24][C:23]([CH:26]([C:32]#[C:33][CH3:34])[CH2:27][C:28]([O:30]C)=[O:29])=[CH:22][CH:21]=1, predict the reaction product. The product is: [CH3:18][C:13]([CH3:12])([CH2:14][O:1][C:2]1[CH:7]=[CH:6][C:5]([C:8]([F:9])([F:10])[F:11])=[CH:4][CH:3]=1)[CH2:16][O:17][C:20]1[CH:25]=[CH:24][C:23]([CH:26]([C:32]#[C:33][CH3:34])[CH2:27][C:28]([OH:30])=[O:29])=[CH:22][CH:21]=1. (5) The product is: [F:37][C:34]1[CH:33]=[CH:32][C:31]([CH2:30][CH2:29][C:22]2[C:23]([C:24]([O:26][CH2:27][CH3:28])=[O:25])=[C:4]([C:44]3[CH:47]=[CH:48][C:41]([C:38]([NH:85][C@H:84]([C:53]4[CH:54]=[CH:55][N:50]=[CH:51][CH:52]=4)[CH3:83])=[O:40])=[C:42]([F:49])[CH:43]=3)[C:5]3[C:13](=[O:15])[N:9]4[C@@H:8]([CH2:12][CH2:11][CH2:10]4)[C:6]=3[N:21]=2)=[CH:36][CH:35]=1. Given the reactants C(O[C:4](=O)[CH2:5][C:6]([C@@H:8]1[CH2:12][CH2:11][CH2:10][N:9]1[C:13]([O:15]C(C)(C)C)=O)=O)C.[NH2:21]/[C:22](/[CH2:29][CH2:30][C:31]1[CH:36]=[CH:35][C:34]([F:37])=[CH:33][CH:32]=1)=[CH:23]\[C:24]([O:26][CH2:27][CH3:28])=[O:25].[C:38]([C:41]1[CH:48]=[CH:47][C:44](C=O)=[CH:43][C:42]=1[F:49])([OH:40])=O.[NH:50]1[CH2:55][CH2:54][CH2:53][CH2:52][CH2:51]1.O=[N+]([O-])[O-].[O-][N+](=O)[O-].[O-][N+](=O)[O-].[O-][N+](=O)[O-].[O-][N+](=O)[O-].[O-][N+](=O)[O-].[Ce+4].[NH4+].[NH4+].[CH3:83][CH2:84][N:85](CC)CC.CCN=C=NCCCN(C)C.C1C=CC2N(O)N=NC=2C=1.C([O-])(O)=O.[Na+], predict the reaction product. (6) Given the reactants [Cl:1][C:2]1[CH:25]=[CH:24][C:5]([CH2:6][CH2:7][O:8][C:9]2[N:14]=[N:13][C:12]([C:15]3[CH:16]=[C:17]([CH:21]=[CH:22][CH:23]=3)[C:18](O)=[O:19])=[CH:11][CH:10]=2)=[CH:4][CH:3]=1.[F:26][C:27]1[CH:32]=[CH:31][C:30]([S:33]([NH2:36])(=[O:35])=[O:34])=[CH:29][CH:28]=1, predict the reaction product. The product is: [Cl:1][C:2]1[CH:3]=[CH:4][C:5]([CH2:6][CH2:7][O:8][C:9]2[N:14]=[N:13][C:12]([C:15]3[CH:16]=[C:17]([CH:21]=[CH:22][CH:23]=3)[C:18]([NH:36][S:33]([C:30]3[CH:29]=[CH:28][C:27]([F:26])=[CH:32][CH:31]=3)(=[O:35])=[O:34])=[O:19])=[CH:11][CH:10]=2)=[CH:24][CH:25]=1. (7) Given the reactants [CH2:1]([N:8]1[CH2:18][CH:17]2[CH2:19][CH:10]([C:11]3[CH:12]=[CH:13][CH:14]=[C:15](I)[C:16]=32)[CH2:9]1)[C:2]1[CH:7]=[CH:6][CH:5]=[CH:4][CH:3]=1.C([O-])(=O)C.[K+].[C:26]1(B(O)O)[CH:31]=[CH:30][CH:29]=[CH:28][CH:27]=1.C(O)C.O, predict the reaction product. The product is: [CH2:1]([N:8]1[CH2:18][CH:17]2[CH2:19][CH:10]([C:11]3[CH:12]=[CH:13][CH:14]=[C:15]([C:26]4[CH:31]=[CH:30][CH:29]=[CH:28][CH:27]=4)[C:16]=32)[CH2:9]1)[C:2]1[CH:7]=[CH:6][CH:5]=[CH:4][CH:3]=1. (8) Given the reactants CC1(C)C[O:36][C:5]2([CH2:9][C@@H:8]([CH2:10][C@H:11]([C:26]3[CH:31]=[CH:30][CH:29]=[C:28]([C:32]([F:35])([F:34])[F:33])[CH:27]=3)[C:12](N([C@H](C)[C@H](O)C3C=CC=CC=3)C)=[O:13])[CH2:7][CH2:6]2)OC1.S(=O)(=O)(O)[OH:40], predict the reaction product. The product is: [O:36]=[C:5]1[CH2:6][CH2:7][C@H:8]([CH2:10][C@H:11]([C:26]2[CH:31]=[CH:30][CH:29]=[C:28]([C:32]([F:35])([F:34])[F:33])[CH:27]=2)[C:12]([OH:40])=[O:13])[CH2:9]1. (9) Given the reactants [OH-].[Na+].[N+:3]([C:6]1[CH:13]=[CH:12][C:9]([CH:10]=[O:11])=[CH:8][CH:7]=1)([O-:5])=[O:4].CC1C=CC(S([CH2:24][N+:25]#[C-:26])(=O)=O)=CC=1, predict the reaction product. The product is: [N+:3]([C:6]1[CH:7]=[CH:8][C:9]([C:10]2[O:11][CH:26]=[N:25][CH:24]=2)=[CH:12][CH:13]=1)([O-:5])=[O:4].